Dataset: Catalyst prediction with 721,799 reactions and 888 catalyst types from USPTO. Task: Predict which catalyst facilitates the given reaction. (1) Reactant: CC(OI1(OC(C)=O)(OC(C)=O)OC(=O)C2C=CC=CC1=2)=O.[OH:23][CH2:24][CH2:25][C:26]1[CH:31]=[CH:30][CH:29]=[CH:28][C:27]=1[N:32]1[CH2:37][CH2:36][CH2:35][CH2:34][C:33]1=[O:38]. Product: [O:38]=[C:33]1[CH2:34][CH2:35][CH2:36][CH2:37][N:32]1[C:27]1[CH:28]=[CH:29][CH:30]=[CH:31][C:26]=1[CH2:25][CH:24]=[O:23]. The catalyst class is: 4. (2) Reactant: Br[CH2:2][CH2:3][CH2:4][C:5]1[CH:10]=[CH:9][C:8]([O:11][CH2:12][CH2:13][CH2:14][CH2:15][O:16][C:17]2[CH:22]=[CH:21][CH:20]=[CH:19][CH:18]=2)=[CH:7][CH:6]=1.[CH:23]([C:25]1[CH:26]=[C:27]([CH:33]=[CH:34][C:35]=1[OH:36])[C:28]([O:30][CH2:31][CH3:32])=[O:29])=[O:24].C(=O)([O-])[O-].[K+].[K+]. Product: [CH:23]([C:25]1[CH:26]=[C:27]([CH:33]=[CH:34][C:35]=1[O:36][CH2:2][CH2:3][CH2:4][C:5]1[CH:10]=[CH:9][C:8]([O:11][CH2:12][CH2:13][CH2:14][CH2:15][O:16][C:17]2[CH:22]=[CH:21][CH:20]=[CH:19][CH:18]=2)=[CH:7][CH:6]=1)[C:28]([O:30][CH2:31][CH3:32])=[O:29])=[O:24]. The catalyst class is: 3. (3) Reactant: [OH:1][NH:2][C:3]([C:5]1[CH:13]=[CH:12][C:8]([C:9]([OH:11])=[O:10])=[CH:7][CH:6]=1)=[NH:4].[C:14](O[C:14]([C:16]([F:19])([F:18])[F:17])=O)([C:16]([F:19])([F:18])[F:17])=O. Product: [F:17][C:16]([F:19])([F:18])[C:14]1[O:1][N:2]=[C:3]([C:5]2[CH:13]=[CH:12][C:8]([C:9]([OH:11])=[O:10])=[CH:7][CH:6]=2)[N:4]=1. The catalyst class is: 1. (4) Reactant: C([O:3][C:4](=[O:18])[CH2:5][CH:6]1[O:10][B:9]([OH:11])[C:8]2[CH:12]=[C:13]([OH:17])[CH:14]=[C:15]([F:16])[C:7]1=2)C.[OH-].[Li+].Cl. Product: [F:16][C:15]1[C:7]2[CH:6]([CH2:5][C:4]([OH:18])=[O:3])[O:10][B:9]([OH:11])[C:8]=2[CH:12]=[C:13]([OH:17])[CH:14]=1. The catalyst class is: 20.